This data is from Full USPTO retrosynthesis dataset with 1.9M reactions from patents (1976-2016). The task is: Predict the reactants needed to synthesize the given product. (1) Given the product [ClH:36].[C:1]([C:3]1[CH:8]=[CH:7][C:6]([CH2:9][CH2:10][C:11]2[N:34]([CH3:35])[C:14]3=[N:15][CH:16]=[C:17]([C:19]([N:21]4[C:29]5[C:24](=[CH:25][CH:26]=[CH:27][CH:28]=5)[CH2:23][CH:22]4[C:30]([O:32][CH3:33])=[O:31])=[O:20])[CH:18]=[C:13]3[N:12]=2)=[CH:5][CH:4]=1)(=[NH:41])[NH2:2], predict the reactants needed to synthesize it. The reactants are: [C:1]([C:3]1[CH:8]=[CH:7][C:6]([CH2:9][CH2:10][C:11]2[N:34]([CH3:35])[C:14]3=[N:15][CH:16]=[C:17]([C:19]([N:21]4[C:29]5[C:24](=[CH:25][CH:26]=[CH:27][CH:28]=5)[CH2:23][CH:22]4[C:30]([O:32][CH3:33])=[O:31])=[O:20])[CH:18]=[C:13]3[N:12]=2)=[CH:5][CH:4]=1)#[N:2].[ClH:36].C(=O)([O-])[O-].[NH4+:41].[NH4+].C(OCC)(=O)C.C(O)C.N. (2) Given the product [C:20]([C:3]1[C:4]([C:7]2[CH:8]=[CH:9][C:10]([O:13][C:14]3[CH:19]=[CH:18][CH:17]=[CH:16][CH:15]=3)=[CH:11][CH:12]=2)=[N:5][N:6]2[C:29]3[CH2:30][N:31]([C:36]([O:38][C:39]([CH3:42])([CH3:41])[CH3:40])=[O:37])[CH2:32][CH2:33][C:34]=3[NH:1][C:2]=12)#[N:21], predict the reactants needed to synthesize it. The reactants are: [NH2:1][C:2]1[NH:6][N:5]=[C:4]([C:7]2[CH:12]=[CH:11][C:10]([O:13][C:14]3[CH:19]=[CH:18][CH:17]=[CH:16][CH:15]=3)=[CH:9][CH:8]=2)[C:3]=1[C:20]#[N:21].C([O-])([O-])=O.[K+].[K+].Br[CH:29]1[C:34](=O)[CH2:33][CH2:32][N:31]([C:36]([O:38][C:39]([CH3:42])([CH3:41])[CH3:40])=[O:37])[CH2:30]1.O. (3) The reactants are: [NH2:1][C:2]1[CH:3]=[C:4]([NH:8][C:9](=[O:18])[C:10]2[CH:15]=[CH:14][C:13]([F:16])=[CH:12][C:11]=2[Cl:17])[CH:5]=[CH:6][CH:7]=1.[C:19]([O:23][C:24]([N:26]1[CH2:31][CH2:30][C:29](=O)[CH2:28][C@H:27]1[CH3:33])=[O:25])([CH3:22])([CH3:21])[CH3:20].C(O)(=O)C.C(O[BH-](OC(=O)C)OC(=O)C)(=O)C.[Na+]. Given the product [C:19]([O:23][C:24]([N:26]1[CH2:31][CH2:30][C@@H:29]([NH:1][C:2]2[CH:7]=[CH:6][CH:5]=[C:4]([NH:8][C:9](=[O:18])[C:10]3[CH:15]=[CH:14][C:13]([F:16])=[CH:12][C:11]=3[Cl:17])[CH:3]=2)[CH2:28][C@H:27]1[CH3:33])=[O:25])([CH3:22])([CH3:20])[CH3:21], predict the reactants needed to synthesize it. (4) Given the product [C:16]1([S:22]([N:3]2[C:11]3[CH:10]=[CH:9][CH:8]=[C:7]([C:12]([O:14][CH3:15])=[O:13])[C:6]=3[CH:5]=[N:4]2)(=[O:24])=[O:23])[CH:21]=[CH:20][CH:19]=[CH:18][CH:17]=1, predict the reactants needed to synthesize it. The reactants are: [H-].[Na+].[NH:3]1[C:11]2[CH:10]=[CH:9][CH:8]=[C:7]([C:12]([O:14][CH3:15])=[O:13])[C:6]=2[CH:5]=[N:4]1.[C:16]1([S:22](Cl)(=[O:24])=[O:23])[CH:21]=[CH:20][CH:19]=[CH:18][CH:17]=1. (5) Given the product [N:21]1[C:22]2[C:27](=[CH:26][CH:25]=[CH:24][CH:23]=2)[CH:28]=[C:19]([NH:18][C:4](=[O:17])[C:5]#[C:6][C:7]2[CH:8]=[CH:9][C:10]([C:13]([CH3:14])([CH3:15])[CH3:16])=[CH:11][CH:12]=2)[CH:20]=1, predict the reactants needed to synthesize it. The reactants are: C(O[C:4](=[O:17])[C:5]#[C:6][C:7]1[CH:12]=[CH:11][C:10]([C:13]([CH3:16])([CH3:15])[CH3:14])=[CH:9][CH:8]=1)C.[NH2:18][C:19]1[CH:20]=[N:21][C:22]2[C:27]([CH:28]=1)=[CH:26][CH:25]=[CH:24][CH:23]=2.C[Al](C)C.C1(C)C=CC=CC=1. (6) The reactants are: [C:1]([C:4]1[CH:5]=[C:6]([N:10]([C:16]#[C:17][CH3:18])[C:11]([CH:13]2[CH2:15][CH2:14]2)=[O:12])[CH:7]=[CH:8][CH:9]=1)(=[O:3])[CH3:2].CO[CH:21](OC)[N:22]([CH3:24])[CH3:23]. Given the product [CH3:21][N:22]([CH3:24])[CH:23]=[CH:2][C:1]([C:4]1[CH:5]=[C:6]([N:10]([CH2:16][C:17]#[CH:18])[C:11]([CH:13]2[CH2:14][CH2:15]2)=[O:12])[CH:7]=[CH:8][CH:9]=1)=[O:3], predict the reactants needed to synthesize it.